From a dataset of Forward reaction prediction with 1.9M reactions from USPTO patents (1976-2016). Predict the product of the given reaction. Given the reactants [F:1][C:2]1[CH:19]=[CH:18][CH:17]=[CH:16][C:3]=1[CH2:4][N:5]1[C:9]2[CH2:10][CH2:11][CH2:12][C:8]=2[C:7]([C:13](=[NH:15])[NH2:14])=[N:6]1.[CH3:20][O:21][CH:22]([C:25]#[N:26])[C:23]#[N:24].O, predict the reaction product. The product is: [F:1][C:2]1[CH:19]=[CH:18][CH:17]=[CH:16][C:3]=1[CH2:4][N:5]1[C:9]2[CH2:10][CH2:11][CH2:12][C:8]=2[C:7]([C:13]2[N:14]=[C:25]([NH2:26])[C:22]([O:21][CH3:20])=[C:23]([NH2:24])[N:15]=2)=[N:6]1.